Dataset: Reaction yield outcomes from USPTO patents with 853,638 reactions. Task: Predict the reaction yield, written as a fraction of the theoretical maximum amount of product (1.0 means a 100% yield; for example, 0.34 means a 34% yield). (1) The reactants are [O:1]([C:8]1[CH:9]=[C:10]([CH:25]=[CH:26][CH:27]=1)[CH2:11][NH:12][C:13]1[CH:18]=[CH:17][C:16]([C@@H:19]2[CH2:21][C@H:20]2[C:22](O)=[O:23])=[CH:15][CH:14]=1)[C:2]1[CH:7]=[CH:6][CH:5]=[CH:4][CH:3]=1.CN(C(ON1N=NC2C=CC=NC1=2)=[N+](C)C)C.F[P-](F)(F)(F)(F)F.[F:52][C:53]([F:63])([F:62])[C:54]1[CH:61]=[CH:60][C:57]([CH2:58][NH2:59])=[CH:56][CH:55]=1. The catalyst is ClCCl.CN(C=O)C. The product is [O:1]([C:8]1[CH:9]=[C:10]([CH:25]=[CH:26][CH:27]=1)[CH2:11][NH:12][C:13]1[CH:14]=[CH:15][C:16]([C@@H:19]2[CH2:21][C@H:20]2[C:22]([NH:59][CH2:58][C:57]2[CH:56]=[CH:55][C:54]([C:53]([F:52])([F:62])[F:63])=[CH:61][CH:60]=2)=[O:23])=[CH:17][CH:18]=1)[C:2]1[CH:3]=[CH:4][CH:5]=[CH:6][CH:7]=1. The yield is 0.380. (2) The reactants are C([O:3][C:4]([C:6]1[NH:7][C:8]([CH:12]=[C:13]2[C:21]3[C:16](=[CH:17][CH:18]=[CH:19][CH:20]=3)[NH:15][C:14]2=[O:22])=[C:9]([CH3:11])[CH:10]=1)=[O:5])C.[Li+].[OH-].Cl. The catalyst is C1COCC1. The product is [CH3:11][C:9]1[CH:10]=[C:6]([C:4]([OH:5])=[O:3])[NH:7][C:8]=1[CH:12]=[C:13]1[C:21]2[C:16](=[CH:17][CH:18]=[CH:19][CH:20]=2)[NH:15][C:14]1=[O:22]. The yield is 0.970. (3) The reactants are CO[C:3](=[O:25])[C:4]1[CH:9]=[CH:8][C:7]([O:10][CH2:11][C:12]2[C:13]([C:18]3[CH:23]=[CH:22][CH:21]=[CH:20][C:19]=3[F:24])=[N:14][O:15][C:16]=2[CH3:17])=[N:6][CH:5]=1.[NH2:26][CH:27]1[CH2:32][CH2:31][O:30][CH2:29][CH2:28]1. No catalyst specified. The product is [F:24][C:19]1[CH:20]=[CH:21][CH:22]=[CH:23][C:18]=1[C:13]1[C:12]([CH2:11][O:10][C:7]2[CH:8]=[CH:9][C:4]([C:3]([NH:26][CH:27]3[CH2:32][CH2:31][O:30][CH2:29][CH2:28]3)=[O:25])=[CH:5][N:6]=2)=[C:16]([CH3:17])[O:15][N:14]=1. The yield is 0.920.